From a dataset of Forward reaction prediction with 1.9M reactions from USPTO patents (1976-2016). Predict the product of the given reaction. (1) Given the reactants [Cl:1][C:2]1[CH:7]=[C:6]([N+:8]([O-:10])=[O:9])[CH:5]=[CH:4][C:3]=1[CH2:11][C:12]([OH:14])=O.S(Cl)([Cl:17])=O, predict the reaction product. The product is: [Cl:1][C:2]1[CH:7]=[C:6]([N+:8]([O-:10])=[O:9])[CH:5]=[CH:4][C:3]=1[CH2:11][C:12]([Cl:17])=[O:14]. (2) Given the reactants [N:1]1([C:7]2[CH:16]=[CH:15][CH:14]=[C:13]3[C:8]=2[C:9]([NH2:18])=[N:10][C:11]([NH2:17])=[N:12]3)[CH2:6][CH2:5][NH:4][CH2:3][CH2:2]1.[F:19][C:20]1[CH:28]=[CH:27][CH:26]=[CH:25][C:21]=1[C:22](Cl)=[O:23], predict the reaction product. The product is: [NH2:17][C:11]1[N:10]=[C:9]([NH2:18])[C:8]2[C:13](=[CH:14][CH:15]=[CH:16][C:7]=2[N:1]2[CH2:6][CH2:5][N:4]([C:22]([C:21]3[CH:25]=[CH:26][CH:27]=[CH:28][C:20]=3[F:19])=[O:23])[CH2:3][CH2:2]2)[N:12]=1. (3) Given the reactants [Cl:1][C:2]1[CH:3]=[C:4]([NH:9][C:10]2[C:19]3[C:14](=[CH:15][C:16]([O:40][CH3:41])=[C:17]([O:20][CH2:21][CH2:22][CH2:23][N:24]4[CH2:32][CH:31]5[CH:26]([N:27](C(OC(C)(C)C)=O)[CH2:28][CH2:29][CH2:30]5)[CH2:25]4)[CH:18]=3)[N:13]=[CH:12][N:11]=2)[CH:5]=[CH:6][C:7]=1[F:8].Cl, predict the reaction product. The product is: [Cl:1][C:2]1[CH:3]=[C:4]([NH:9][C:10]2[C:19]3[C:14](=[CH:15][C:16]([O:40][CH3:41])=[C:17]([O:20][CH2:21][CH2:22][CH2:23][N:24]4[CH2:32][CH:31]5[CH:26]([NH:27][CH2:28][CH2:29][CH2:30]5)[CH2:25]4)[CH:18]=3)[N:13]=[CH:12][N:11]=2)[CH:5]=[CH:6][C:7]=1[F:8]. (4) Given the reactants [CH3:1][O:2][C:3]1[CH:4]=[C:5]2[C:10](=[CH:11][C:12]=1[O:13][CH3:14])[C:9]([CH3:15])=[N:8][C:7]([OH:16])=[CH:6]2.[OH-].[K+].Br[CH2:20][C:21]1[CH:30]=[CH:29][C:28]2[C:23](=[CH:24][CH:25]=[CH:26][CH:27]=2)[CH:22]=1, predict the reaction product. The product is: [CH3:1][O:2][C:3]1[CH:4]=[C:5]2[C:10](=[CH:11][C:12]=1[O:13][CH3:14])[C:9]([CH3:15])=[N:8][C:7]([OH:16])=[C:6]2[CH2:20][C:21]1[CH:30]=[CH:29][C:28]2[C:23](=[CH:24][CH:25]=[CH:26][CH:27]=2)[CH:22]=1. (5) The product is: [F:29][C:4]1[CH:3]=[C:2]([NH:1][C:55]([NH:54][C:52](=[O:53])[CH2:51][C:45]2[CH:46]=[CH:47][CH:48]=[CH:49][CH:50]=2)=[S:56])[CH:28]=[CH:27][C:5]=1[O:6][C:7]1[CH:12]=[CH:11][N:10]=[C:9]([NH:13][C:14]([N:16]2[CH2:17][CH2:18][N:19]([CH:22]3[CH2:23][N:24]([CH3:26])[CH2:25]3)[CH2:20][CH2:21]2)=[O:15])[CH:8]=1. Given the reactants [NH2:1][C:2]1[CH:28]=[CH:27][C:5]([O:6][C:7]2[CH:12]=[CH:11][N:10]=[C:9]([NH:13][C:14]([N:16]3[CH2:21][CH2:20][N:19]([CH:22]4[CH2:25][N:24]([CH3:26])[CH2:23]4)[CH2:18][CH2:17]3)=[O:15])[CH:8]=2)=[C:4]([F:29])[CH:3]=1.[C@]12(CS(O)(=O)=O)C(C)(C)C(CC1)CC2=O.[C:45]1([CH2:51][C:52]([N:54]=[C:55]=[S:56])=[O:53])[CH:50]=[CH:49][CH:48]=[CH:47][CH:46]=1.C(=O)([O-])O.[Na+], predict the reaction product. (6) Given the reactants [N+:1]([C:4]1[C:5]([O:10][C:11]2[CH:12]=[C:13]([CH:16]=[CH:17][CH:18]=2)[C:14]#[N:15])=[N:6][CH:7]=[CH:8][CH:9]=1)([O-])=O.[Cl-].[NH4+], predict the reaction product. The product is: [NH2:1][C:4]1[C:5]([O:10][C:11]2[CH:12]=[C:13]([CH:16]=[CH:17][CH:18]=2)[C:14]#[N:15])=[N:6][CH:7]=[CH:8][CH:9]=1. (7) Given the reactants [NH:1]1[C:9]2[C:4](=[CH:5][CH:6]=[CH:7][CH:8]=2)[CH:3]=[C:2]1[CH:10]=O.[NH:12]1[C:16]2[CH:17]=[CH:18][CH:19]=[CH:20][C:15]=2[N:14]=[C:13]1[CH2:21][NH:22][CH:23]1[CH2:28][CH2:27][CH:26]([NH:29][CH:30]2[C:39]3[N:38]=[CH:37][CH:36]=[CH:35][C:34]=3[CH2:33][CH2:32][CH2:31]2)[CH2:25][CH2:24]1.[BH4-].[Na+], predict the reaction product. The product is: [NH:12]1[C:16]2[CH:17]=[CH:18][CH:19]=[CH:20][C:15]=2[N:14]=[C:13]1[CH2:21][NH:22][CH:23]1[CH2:28][CH2:27][CH:26]([N:29]([CH2:10][C:2]2[NH:1][C:9]3[C:4]([CH:3]=2)=[CH:5][CH:6]=[CH:7][CH:8]=3)[CH:30]2[C:39]3[N:38]=[CH:37][CH:36]=[CH:35][C:34]=3[CH2:33][CH2:32][CH2:31]2)[CH2:25][CH2:24]1. (8) Given the reactants [C:1]([OH:10])(=[O:9])[C@@H:2]([C@H:4]([C:6]([OH:8])=[O:7])[OH:5])[OH:3].[ClH:11].[CH3:12][CH2:13][CH:14]([N:16]1[N:21]=[CH:20][N:19]([C:22]2[CH:27]=[CH:26][C:25]([N:28]3[CH2:33][CH2:32][N:31]([C:34]4[CH:39]=[CH:38][C:37]([O:40][CH2:41][C@@H:42]5[O:46][C@:45]([C:53]6[CH:58]=[CH:57][C:56]([Cl:59])=[CH:55][C:54]=6[Cl:60])([CH2:47][N:48]6[N:52]=[CH:51][N:50]=[CH:49]6)[O:44][CH2:43]5)=[CH:36][CH:35]=4)[CH2:30][CH2:29]3)=[CH:24][CH:23]=2)[C:17]1=[O:18])[CH3:15].COC(C)(C)C, predict the reaction product. The product is: [CH3:12][CH2:13][CH:14]([N:16]1[N:21]=[CH:20][N:19]([C:22]2[CH:27]=[CH:26][C:25]([N:28]3[CH2:33][CH2:32][N:31]([C:34]4[CH:39]=[CH:38][C:37]([O:40][CH2:41][C@@H:42]5[O:46][C@:45]([C:53]6[CH:58]=[CH:57][C:56]([Cl:59])=[CH:55][C:54]=6[Cl:60])([CH2:47][N:48]6[N:52]=[CH:51][N:50]=[CH:49]6)[O:44][CH2:43]5)=[CH:36][CH:35]=4)[CH2:30][CH2:29]3)=[CH:24][CH:23]=2)[C:17]1=[O:18])[CH3:15].[ClH:11].[C:1]([OH:10])(=[O:9])[CH:2]([CH:4]([C:6]([OH:8])=[O:7])[OH:5])[OH:3]. (9) Given the reactants [N-:1]=[N+]=[N-].[Na+].[CH3:5][O:6][C:7]1[CH:8]=[C:9]2[C:14](=[CH:15][CH:16]=1)[C:13](=[O:17])[CH2:12][CH2:11][CH2:10]2.C(Cl)Cl.C([O-])([O-])=O.[K+].[K+], predict the reaction product. The product is: [CH3:5][O:6][C:7]1[CH:16]=[CH:15][C:14]2[NH:1][C:13](=[O:17])[CH2:12][CH2:11][CH2:10][C:9]=2[CH:8]=1.